Dataset: Full USPTO retrosynthesis dataset with 1.9M reactions from patents (1976-2016). Task: Predict the reactants needed to synthesize the given product. (1) Given the product [Cl:18][C:15]1[CH:16]=[CH:17][C:12]([C:5]2[C:6]3[C:11](=[CH:10][CH:9]=[CH:8][CH:7]=3)[C:2]([NH:19][C:20]3[CH:21]=[CH:22][C:23]([S:26][C:27]4[CH:32]=[CH:31][N:30]=[C:29]([NH:33][CH2:34][CH2:35][NH:36][CH3:37])[N:28]=4)=[CH:24][CH:25]=3)=[N:3][N:4]=2)=[CH:13][CH:14]=1, predict the reactants needed to synthesize it. The reactants are: Cl[C:2]1[C:11]2[C:6](=[CH:7][CH:8]=[CH:9][CH:10]=2)[C:5]([C:12]2[CH:17]=[CH:16][C:15]([Cl:18])=[CH:14][CH:13]=2)=[N:4][N:3]=1.[NH2:19][C:20]1[CH:25]=[CH:24][C:23]([S:26][C:27]2[CH:32]=[CH:31][N:30]=[C:29]([NH:33][CH2:34][CH2:35][N:36](C)[C:37](=O)OC(C)(C)C)[N:28]=2)=[CH:22][CH:21]=1.C(O)(C(F)(F)F)=O. (2) Given the product [C:1]1([CH2:7][N:8]2[CH2:12][C@@H:11]3[C@H:13]([NH2:18])[CH2:14][CH2:15][C@@H:10]3[CH2:9]2)[CH:6]=[CH:5][CH:4]=[CH:3][CH:2]=1.[C:1]1([CH2:7][N:8]2[CH2:12][C@@H:11]3[C@@H:13]([NH2:18])[CH2:14][CH2:15][C@@H:10]3[CH2:9]2)[CH:6]=[CH:5][CH:4]=[CH:3][CH:2]=1, predict the reactants needed to synthesize it. The reactants are: [C:1]1([CH2:7][N:8]2[CH2:12][CH:11]3[C:13](=O)[CH2:14][CH2:15][CH:10]3[CH2:9]2)[CH:6]=[CH:5][CH:4]=[CH:3][CH:2]=1.Cl.[NH2:18]O.[OH-].[Na+].[H-].[H-].[H-].[H-].[Li+].[Al+3].